From a dataset of Forward reaction prediction with 1.9M reactions from USPTO patents (1976-2016). Predict the product of the given reaction. (1) Given the reactants [CH3:1][C:2]1[CH:27]=[CH:26][C:5]2[N:6]3[C:23]([C:24]#[N:25])=[CH:22][CH:21]=[C:7]3[C:8]3([CH2:14][CH2:13][N:12]([C:15](=[O:20])[C:16]([F:19])([F:18])[F:17])[CH2:11][CH2:10]3)[O:9][C:4]=2[CH:3]=1.[Br:28]N1C(=O)CCC1=O.C(C(N=NC(C)(C)C#N)(C)C)#N, predict the reaction product. The product is: [Br:28][CH2:1][C:2]1[CH:27]=[CH:26][C:5]2[N:6]3[C:23]([C:24]#[N:25])=[CH:22][CH:21]=[C:7]3[C:8]3([CH2:10][CH2:11][N:12]([C:15](=[O:20])[C:16]([F:17])([F:18])[F:19])[CH2:13][CH2:14]3)[O:9][C:4]=2[CH:3]=1. (2) The product is: [CH3:12][O:11][C:4]1[CH:3]=[C:2]([B:13]2[O:17][C:16]([CH3:19])([CH3:18])[C:15]([CH3:21])([CH3:20])[O:14]2)[CH:7]=[C:6]([N+:8]([O-:10])=[O:9])[CH:5]=1. Given the reactants Br[C:2]1[CH:7]=[C:6]([N+:8]([O-:10])=[O:9])[CH:5]=[C:4]([O:11][CH3:12])[CH:3]=1.[B:13]1([B:13]2[O:17][C:16]([CH3:19])([CH3:18])[C:15]([CH3:21])([CH3:20])[O:14]2)[O:17][C:16]([CH3:19])([CH3:18])[C:15]([CH3:21])([CH3:20])[O:14]1.CC([O-])=O.[K+], predict the reaction product. (3) The product is: [CH:1]([Cl:4])([Cl:3])[Cl:2].[CH2:5]([OH:10])[CH2:6][CH:7]([CH3:9])[CH3:8]. Given the reactants [CH:1]([Cl:4])([Cl:3])[Cl:2].[CH2:5]([OH:10])[CH2:6][CH:7]([CH3:9])[CH3:8], predict the reaction product. (4) Given the reactants [F:1][C:2]1[CH:7]=[C:6]([S:8][C:9]([F:12])([F:11])[F:10])[CH:5]=[CH:4][C:3]=1[N:13]([CH3:26])[C:14]([NH:16][CH2:17][C:18]1[CH:23]=[CH:22][CH:21]=[C:20]([O:24][CH3:25])[CH:19]=1)=[O:15].C(N(C(C)C)CC)(C)C.[F:36][C:37]1[CH:45]=[CH:44][CH:43]=[C:42]([F:46])[C:38]=1[C:39](Cl)=[O:40].C(OCC)(=O)C, predict the reaction product. The product is: [F:36][C:37]1[CH:45]=[CH:44][CH:43]=[C:42]([F:46])[C:38]=1[C:39]([N:16]([CH2:17][C:18]1[CH:23]=[CH:22][CH:21]=[C:20]([O:24][CH3:25])[CH:19]=1)[C:14]([N:13]([C:3]1[CH:4]=[CH:5][C:6]([S:8][C:9]([F:12])([F:10])[F:11])=[CH:7][C:2]=1[F:1])[CH3:26])=[O:15])=[O:40]. (5) The product is: [NH:15]1[C:16]2[C:21](=[CH:20][CH:19]=[CH:18][CH:17]=2)[C:13]([CH2:12][CH2:11][N:10]2[CH:5]([C:4]3[CH:7]=[CH:8][CH:9]=[C:2]([F:1])[CH:3]=3)[C:25]([C:23](=[O:24])[CH3:22])=[C:26]([OH:27])[C:28]2=[O:29])=[CH:14]1. Given the reactants [F:1][C:2]1[CH:3]=[C:4]([CH:7]=[CH:8][CH:9]=1)[CH:5]=O.[NH2:10][CH2:11][CH2:12][C:13]1[C:21]2[C:16](=[CH:17][CH:18]=[CH:19][CH:20]=2)[NH:15][CH:14]=1.[CH3:22][C:23]([CH2:25][C:26]([C:28](OC)=[O:29])=[O:27])=[O:24], predict the reaction product. (6) Given the reactants [CH:1]1([NH:4][C:5]([C:7]2[N:8]=[N:9][N:10]([C:15]3[CH:20]=[CH:19][C:18]([NH:21][C:22](=[O:27])[CH2:23][CH2:24][S:25][CH3:26])=[CH:17][CH:16]=3)[C:11]=2[CH2:12][CH2:13][CH3:14])=[O:6])[CH2:3][CH2:2]1.[OH:28]OS([O-])=O.[K+], predict the reaction product. The product is: [CH:1]1([NH:4][C:5]([C:7]2[N:8]=[N:9][N:10]([C:15]3[CH:16]=[CH:17][C:18]([NH:21][C:22](=[O:27])[CH2:23][CH2:24][S:25]([CH3:26])=[O:28])=[CH:19][CH:20]=3)[C:11]=2[CH2:12][CH2:13][CH3:14])=[O:6])[CH2:2][CH2:3]1.